Dataset: NCI-60 drug combinations with 297,098 pairs across 59 cell lines. Task: Regression. Given two drug SMILES strings and cell line genomic features, predict the synergy score measuring deviation from expected non-interaction effect. (1) Drug 1: C1CCC(C1)C(CC#N)N2C=C(C=N2)C3=C4C=CNC4=NC=N3. Drug 2: C(CN)CNCCSP(=O)(O)O. Cell line: HCT-15. Synergy scores: CSS=-3.46, Synergy_ZIP=-0.209, Synergy_Bliss=-4.48, Synergy_Loewe=-5.74, Synergy_HSA=-5.72. (2) Drug 1: CC1=C(C=C(C=C1)NC2=NC=CC(=N2)N(C)C3=CC4=NN(C(=C4C=C3)C)C)S(=O)(=O)N.Cl. Drug 2: C1=C(C(=O)NC(=O)N1)N(CCCl)CCCl. Cell line: BT-549. Synergy scores: CSS=24.0, Synergy_ZIP=8.00, Synergy_Bliss=3.34, Synergy_Loewe=-9.39, Synergy_HSA=1.23. (3) Drug 1: C1CCN(CC1)CCOC2=CC=C(C=C2)C(=O)C3=C(SC4=C3C=CC(=C4)O)C5=CC=C(C=C5)O. Drug 2: CC12CCC3C(C1CCC2O)C(CC4=C3C=CC(=C4)O)CCCCCCCCCS(=O)CCCC(C(F)(F)F)(F)F. Cell line: CCRF-CEM. Synergy scores: CSS=-6.03, Synergy_ZIP=3.72, Synergy_Bliss=1.92, Synergy_Loewe=-0.868, Synergy_HSA=-3.36. (4) Drug 1: CC1=CC=C(C=C1)C2=CC(=NN2C3=CC=C(C=C3)S(=O)(=O)N)C(F)(F)F. Drug 2: CC1C(C(CC(O1)OC2CC(CC3=C2C(=C4C(=C3O)C(=O)C5=CC=CC=C5C4=O)O)(C(=O)C)O)N)O. Cell line: SN12C. Synergy scores: CSS=45.4, Synergy_ZIP=-7.44, Synergy_Bliss=-5.28, Synergy_Loewe=-2.88, Synergy_HSA=-1.41. (5) Drug 1: COC1=C(C=C2C(=C1)N=CN=C2NC3=CC(=C(C=C3)F)Cl)OCCCN4CCOCC4. Drug 2: CC1=C(C(=O)C2=C(C1=O)N3CC4C(C3(C2COC(=O)N)OC)N4)N. Cell line: NCI-H522. Synergy scores: CSS=48.8, Synergy_ZIP=-0.297, Synergy_Bliss=-0.769, Synergy_Loewe=3.87, Synergy_HSA=6.31.